Dataset: Reaction yield outcomes from USPTO patents with 853,638 reactions. Task: Predict the reaction yield, written as a fraction of the theoretical maximum amount of product (1.0 means a 100% yield; for example, 0.34 means a 34% yield). (1) The reactants are [Br:1][C:2]1[CH:3]=[CH:4][C:5]([F:17])=[C:6]([C@:8]2([CH2:15][F:16])[CH:13]=[CH:12][S:11][C:10]([NH2:14])=[N:9]2)[CH:7]=1.[C:18](O[C:18]([O:20][C:21]([CH3:24])([CH3:23])[CH3:22])=[O:19])([O:20][C:21]([CH3:24])([CH3:23])[CH3:22])=[O:19]. No catalyst specified. The product is [C:21]([O:20][C:18](=[O:19])[NH:14][C:10]1[S:11][CH:12]=[CH:13][C@:8]([C:6]2[CH:7]=[C:2]([Br:1])[CH:3]=[CH:4][C:5]=2[F:17])([CH2:15][F:16])[N:9]=1)([CH3:24])([CH3:23])[CH3:22]. The yield is 1.00. (2) The reactants are [C:1]1([CH2:7][NH2:8])[CH:6]=[CH:5][CH:4]=[CH:3][CH:2]=1.[CH3:9][C:10](=O)[CH2:11][CH3:12].[BH-](OC(C)=O)(OC(C)=O)OC(C)=O.[Na+]. The catalyst is C(Cl)Cl. The yield is 0.750. The product is [CH2:7]([NH:8][CH:10]([CH2:11][CH3:12])[CH3:9])[C:1]1[CH:6]=[CH:5][CH:4]=[CH:3][CH:2]=1. (3) The reactants are [O:1]1[CH2:5][CH2:4][O:3][CH:2]1[C:6]1[CH:11]=[CH:10][C:9]([CH:12]([C:20]([O:22][C:23]([CH3:26])([CH3:25])[CH3:24])=[O:21])[C:13]([O:15][C:16]([CH3:19])([CH3:18])[CH3:17])=[O:14])=[CH:8][C:7]=1[F:27].IC.[C:30](=O)([O-])[O-].[K+].[K+].O. The catalyst is CN(C=O)C. The product is [O:1]1[CH2:5][CH2:4][O:3][CH:2]1[C:6]1[CH:11]=[CH:10][C:9]([C:12]([CH3:30])([C:20]([O:22][C:23]([CH3:26])([CH3:25])[CH3:24])=[O:21])[C:13]([O:15][C:16]([CH3:17])([CH3:18])[CH3:19])=[O:14])=[CH:8][C:7]=1[F:27]. The yield is 0.360. (4) The reactants are CS[C:3](SC)=[C:4]1[C:13](=[O:14])[C:12]([CH2:16][CH2:17][CH2:18][CH2:19][C:20]([CH3:23])([CH3:22])[CH3:21])([CH3:15])[C:11]2[C:6](=[CH:7][CH:8]=[CH:9][CH:10]=2)[C:5]1=[O:24].[NH2:27][C:28]1[CH:33]=[CH:32][CH:31]=[CH:30][C:29]=1[S:34]([NH2:37])(=[O:36])=[O:35]. The catalyst is C1(C)C=CC=CC=1. The product is [CH3:22][C:20]([CH3:23])([CH3:21])[CH2:19][CH2:18][CH2:17][CH2:16][C:12]1([CH3:15])[C:11]2[C:6](=[CH:7][CH:8]=[CH:9][CH:10]=2)[C:5]([OH:24])=[C:4]([C:3]2[NH:27][C:28]3[CH:33]=[CH:32][CH:31]=[CH:30][C:29]=3[S:34](=[O:35])(=[O:36])[N:37]=2)[C:13]1=[O:14]. The yield is 0.850.